From a dataset of Catalyst prediction with 721,799 reactions and 888 catalyst types from USPTO. Predict which catalyst facilitates the given reaction. Reactant: [C:1]1([C:7]2[C:15]3[C:10](=[CH:11][CH:12]=[CH:13][CH:14]=3)[N:9]([S:16]([C:19]3[CH:24]=[CH:23][C:22]([CH3:25])=[CH:21][CH:20]=3)(=[O:18])=[O:17])[C:8]=2[CH2:26]O)[CH:6]=[CH:5][CH:4]=[CH:3][CH:2]=1.C1(P(C2C=CC=CC=2)C2C=CC=CC=2)C=CC=CC=1.C1C(=O)N([Br:54])C(=O)C1. Product: [Br:54][CH2:26][C:8]1[N:9]([S:16]([C:19]2[CH:20]=[CH:21][C:22]([CH3:25])=[CH:23][CH:24]=2)(=[O:17])=[O:18])[C:10]2[C:15]([C:7]=1[C:1]1[CH:2]=[CH:3][CH:4]=[CH:5][CH:6]=1)=[CH:14][CH:13]=[CH:12][CH:11]=2. The catalyst class is: 2.